This data is from Drug-target binding data from BindingDB using IC50 measurements. The task is: Regression. Given a target protein amino acid sequence and a drug SMILES string, predict the binding affinity score between them. We predict pIC50 (pIC50 = -log10(IC50 in M); higher means more potent). Dataset: bindingdb_ic50. (1) The drug is C[C@H]1C[C@@]2(O[C@H]3C[C@H]4[C@@H]5CC[C@H]6C[C@H](O)CC[C@]6(C)[C@H]5[C@@H](O)C[C@]4(C)[C@H]3[C@@]2(C)O)OC1(C)C. The target protein (Q7Z478) has sequence MGGKNKKHKAPAAAVVRAAVSASRAKSAEAGIAGEAQSKKPVSRPATAAAAAAGSREPRVKQGPKIYSFNSTNDSSGPANLDKSILKVVINNKLEQRIIGVINEHKKQNNDKGMISGRLTAKKLQDLYMALQAFSFKTKDIEDAMTNTLLYGGDLHSALDWLCLNLSDDALPEGFSQEFEEQQPKSRPKFQSPQIQATISPPLQPKTKTYEEDPKSKPKKEEKNMEVNMKEWILRYAEQQNEEEKNENSKSLEEEEKFDPNERYLHLAAKLLDAKEQAATFKLEKNKQGQKEAQEKIRKFQREMETLEDHPVFNPAMKISHQQNERKKPPVATEGESALNFNLFEKSAAATEEEKDKKKEPHDVRNFDYTARSWTGKSPKQFLIDWVRKNLPKSPNPSFEKVPVGRYWKCRVRVIKSEDDVLVVCPTILTEDGMQAQHLGATLALYRLVKGQSVHQLLPPTYRDVWLEWSDAEKKREELNKMETNKPRDLFIAKLLNKLK.... The pIC50 is 4.5. (2) The small molecule is O=C(/C=C/c1ccc(/C=N/OCCN2CCOCC2)cc1)NO. The target protein (Q92769) has sequence MAYSQGGGKKKVCYYYDGDIGNYYYGQGHPMKPHRIRMTHNLLLNYGLYRKMEIYRPHKATAEEMTKYHSDEYIKFLRSIRPDNMSEYSKQMQRFNVGEDCPVFDGLFEFCQLSTGGSVAGAVKLNRQQTDMAVNWAGGLHHAKKSEASGFCYVNDIVLAILELLKYHQRVLYIDIDIHHGDGVEEAFYTTDRVMTVSFHKYGEYFPGTGDLRDIGAGKGKYYAVNFPMRDGIDDESYGQIFKPIISKVMEMYQPSAVVLQCGADSLSGDRLGCFNLTVKGHAKCVEVVKTFNLPLLMLGGGGYTIRNVARCWTYETAVALDCEIPNELPYNDYFEYFGPDFKLHISPSNMTNQNTPEYMEKIKQRLFENLRMLPHAPGVQMQAIPEDAVHEDSGDEDGEDPDKRISIRASDKRIACDEEFSDSEDEGEGGRRNVADHKKGAKKARIEEDKKETEDKKTDVKEEDKSKDNSGEKTDTKGTKSEQLSNP. The pIC50 is 4.6. (3) The small molecule is O=Cc1occ2c(O)c3c(O)ccc(O)c3c(O)c12. The target protein sequence is MSNLVLYTLHLSPPCRAVELTAKALGLELEQKTINLLTGDHLKPEFVKLNPQHTIPVLDDNGTIITESHAIMIYLVTKYGKDDSLYPKDPVKQARVNSALHFESGVLFARMRFNFERILFFGKSDIPEDRVEYVQKSYELLEDTLVDDFVAGPTMTIADFSCISTISSIMGVVPLEQSKHPRIYAWIDRLKQLPYYEEANGGGGTDLGKFVLAKKEENAKA. The pIC50 is 5.4. (4) The small molecule is CCOC(=O)c1ccc(NC(=S)NC(=O)c2cccc(Cl)c2)cc1. The target protein sequence is MKLSPREVEKLGLHNAGYLAQKRLARGVRLNYTEAVALIASQIMEYARDGEKTVAQLMCLGQHLLGRRQVLPAVPHLLNAVQVEATFPDGTKLVTVHDPISRENGELQEALFGSLLPVPSLDKFAETKEDNRIPGEILCEDECLTLNIGRKAVILKVTSKGDRPIQVGSHYHFIEVNPYLTFDRRKAYGMRLNIAAGTAVRFEPGDCKSVTLVSIEGNKVIRGGNAIADGPVNETNLEAAMHAVRSKGFGHEEEKDASEGFTKEDPNCPFNTFIHRKEYANKYGPTTGDKIRLGDTNLLAEIEKDYALYGDECVFGGGKVIRDGMGQSCGHPPAISLDTVITNAVIIDYTGIIKADIGIKDGLIASIGKAGNPDIMNGVFSNMIIGANTEVIAGEGLIVTAGAIDCHVHYICPQLVYEAISSGITTLVGGGTGPAAGTRATTCTPSPTQMRLMLQSTDYLPLNFGFTGKGSSSKPDELHEIIKAGAMGLKLHEDWGSTPA.... The pIC50 is 6.6. (5) The compound is N[C@H]1Cc2cn(-c3ccccc3)nc2N(O)C1=O. The target protein (Q8N5Z0) has sequence MNYARFITAASAARNPSPIRTMTDILSRGPKSMISLAGGLPNPNMFPFKTAVITVENGKTIQFGEEMMKRALQYSPSAGIPELLSWLKQLQIKLHNPPTIHYPPSQGQMDLCVTSGSQQGLCKVFEMIINPGDNVLLDEPAYSGTLQSLHPLGCNIINVASDESGIVPDSLRDILSRWKPEDAKNPQKNTPKFLYTVPNGNNPTGNSLTSERKKEIYELARKYDFLIIEDDPYYFLQFNKFRVPTFLSMDVDGRVIRADSFSKIISSGLRIGFLTGPKPLIERVILHIQVSTLHPSTFNQLMISQLLHEWGEEGFMAHVDRVIDFYSNQKDAILAAADKWLTGLAEWHVPAAGMFLWIKVKGINDVKELIEEKAVKMGVLMLPGNAFYVDSSAPSPYLRASFSSASPEQMDVAFQVLAQLIKESL. The pIC50 is 7.6.